From a dataset of Catalyst prediction with 721,799 reactions and 888 catalyst types from USPTO. Predict which catalyst facilitates the given reaction. (1) Reactant: [OH:1][C:2]1[C:19]([NH:20][S:21]([CH3:24])(=[O:23])=[O:22])=[CH:18][C:5]2[CH2:6][CH2:7][N:8]([C:11]([O:13][C:14]([CH3:17])([CH3:16])[CH3:15])=[O:12])[CH2:9][CH2:10][C:4]=2[CH:3]=1.Br[CH2:26][CH2:27]Br.C(=O)([O-])[O-].[K+].[K+]. Product: [CH3:24][S:21]([N:20]1[C:19]2=[CH:18][C:5]3[CH2:6][CH2:7][N:8]([C:11]([O:13][C:14]([CH3:17])([CH3:16])[CH3:15])=[O:12])[CH2:9][CH2:10][C:4]=3[CH:3]=[C:2]2[O:1][CH2:27][CH2:26]1)(=[O:23])=[O:22]. The catalyst class is: 95. (2) Reactant: [C:1]12([C:11]3[CH:12]=[C:13](B4OB([C:13]5[CH:14]=[CH:15][C:16]([O:17][CH3:18])=[C:11]([C:1]67[CH2:8][CH:7]8[CH2:9][CH:3]([CH2:4][CH:5]([CH2:6]8)[CH2:10]6)[CH2:2]7)[CH:12]=5)OB([C:13]5[CH:14]=[CH:15][C:16]([O:17][CH3:18])=[C:11]([C:1]67[CH2:8][CH:7]8[CH2:9][CH:3]([CH2:4][CH:5]([CH2:6]8)[CH2:10]6)[CH2:2]7)[CH:12]=5)O4)[CH:14]=[CH:15][C:16]=3[O:17][CH3:18])[CH2:10][CH:5]3[CH2:6][CH:7]([CH2:9][CH:3]([CH2:4]3)[CH2:2]1)[CH2:8]2.FC(F)(F)S(O[C:67]1[C:76]2[C:71](=[CH:72][C:73]([C:77]#[N:78])=[CH:74][CH:75]=2)[CH:70]=[CH:69][CH:68]=1)(=O)=O.[O-]P([O-])([O-])=O.[K+].[K+].[K+].C1COCC1. Product: [C:1]12([C:11]3[CH:12]=[C:13]([C:68]4[CH:67]=[C:76]5[C:71](=[CH:70][CH:69]=4)[CH:72]=[C:73]([C:77]#[N:78])[CH:74]=[CH:75]5)[CH:14]=[CH:15][C:16]=3[O:17][CH3:18])[CH2:2][CH:3]3[CH2:4][CH:5]([CH2:6][CH:7]([CH2:9]3)[CH2:8]1)[CH2:10]2. The catalyst class is: 103. (3) Reactant: [F-].C([N+](CCCC)(CCCC)CCCC)CCC.[Si]([O:36][CH2:37][CH2:38][O:39][CH2:40][C@H:41]([O:53][C:54]1[N:59]=[CH:58][N:57]=[C:56]2[N:60]([C:63]3[CH:68]=[CH:67][CH:66]=[C:65]([F:69])[C:64]=3[CH3:70])[N:61]=[CH:62][C:55]=12)[C:42]([NH:44][C:45]1[CH:50]=[CH:49][C:48]([C:51]#[N:52])=[CH:47][N:46]=1)=[O:43])(C(C)(C)C)(C1C=CC=CC=1)C1C=CC=CC=1.[Cl-].[NH4+]. Product: [C:51]([C:48]1[CH:49]=[CH:50][C:45]([NH:44][C:42](=[O:43])[C@@H:41]([O:53][C:54]2[C:55]3[CH:62]=[N:61][N:60]([C:63]4[CH:68]=[CH:67][CH:66]=[C:65]([F:69])[C:64]=4[CH3:70])[C:56]=3[N:57]=[CH:58][N:59]=2)[CH2:40][O:39][CH2:38][CH2:37][OH:36])=[N:46][CH:47]=1)#[N:52]. The catalyst class is: 49. (4) Reactant: [CH3:1][C:2]1[CH:3]=[CH:4][C:5]([O:37][CH:38]2[CH2:43][CH2:42][CH2:41][CH2:40][O:39]2)=[C:6]([N:8]2[C:20]3[CH:19]=[CH:18][C:17]([C:21]([CH3:28])([CH2:23][C:24]([CH3:27])([CH3:26])[CH3:25])[CH3:22])=[CH:16][C:15]=3[C:14]3[C:9]2=[CH:10][CH:11]=[C:12]([C:29]([CH3:36])([CH2:31][C:32]([CH3:35])([CH3:34])[CH3:33])[CH3:30])[CH:13]=3)[CH:7]=1.[Li]CCCC.C([O:52][B:53](OC(C)C)[O:54]C(C)C)(C)C. Product: [CH3:28][C:21]([C:17]1[CH:18]=[CH:19][C:20]2[N:8]([C:6]3[C:5]([O:37][CH:38]4[CH2:43][CH2:42][CH2:41][CH2:40][O:39]4)=[C:4]([B:53]([OH:54])[OH:52])[CH:3]=[C:2]([CH3:1])[CH:7]=3)[C:9]3[C:14]([C:15]=2[CH:16]=1)=[CH:13][C:12]([C:29]([CH3:30])([CH2:31][C:32]([CH3:33])([CH3:35])[CH3:34])[CH3:36])=[CH:11][CH:10]=3)([CH2:23][C:24]([CH3:25])([CH3:26])[CH3:27])[CH3:22]. The catalyst class is: 134. (5) Reactant: [CH2:1]([O:3][CH2:4][CH2:5][O:6][C:7]1[C:12]([CH3:13])=[C:11]([CH3:14])[C:10]([C:15]2[CH:20]=[CH:19][CH:18]=[C:17]([CH:21]=O)[CH:16]=2)=[C:9]([CH3:23])[C:8]=1[CH3:24])[CH3:2].[NH2:25][C:26]1[CH:31]=[CH:30][C:29]([CH2:32][CH2:33][C:34]([O:36][CH2:37][CH3:38])=[O:35])=[C:28]([F:39])[CH:27]=1.C(O)(=O)C.C(O[BH-](OC(=O)C)OC(=O)C)(=O)C.[Na+]. Product: [CH2:1]([O:3][CH2:4][CH2:5][O:6][C:7]1[C:8]([CH3:24])=[C:9]([CH3:23])[C:10]([C:15]2[CH:20]=[CH:19][CH:18]=[C:17]([CH2:21][NH:25][C:26]3[CH:31]=[CH:30][C:29]([CH2:32][CH2:33][C:34]([O:36][CH2:37][CH3:38])=[O:35])=[C:28]([F:39])[CH:27]=3)[CH:16]=2)=[C:11]([CH3:14])[C:12]=1[CH3:13])[CH3:2]. The catalyst class is: 756. (6) Reactant: C([NH:8][C@H:9]1[CH2:18][CH2:17][C:16]2[C:11](=[CH:12][CH:13]=[CH:14][C:15]=2[C:19]2[C:20]([CH3:26])=[N:21][N:22]([CH3:25])[C:23]=2[CH3:24])[CH2:10]1)C1C=CC=CC=1.CO. Product: [CH3:25][N:22]1[C:23]([CH3:24])=[C:19]([C:15]2[CH:14]=[CH:13][CH:12]=[C:11]3[C:16]=2[CH2:17][CH2:18][C@H:9]([NH2:8])[CH2:10]3)[C:20]([CH3:26])=[N:21]1. The catalyst class is: 123. (7) Reactant: Cl[CH2:2][C:3]1[CH:8]=[CH:7][CH:6]=[C:5]([O:9][C:10]2[CH:15]=[CH:14][CH:13]=[CH:12][CH:11]=2)[CH:4]=1.C(=O)([O-])[O-].[K+].[K+].[CH3:22][O:23][C:24]([C:26]1([OH:31])[CH2:30][CH2:29][NH:28][CH2:27]1)=[O:25]. Product: [CH3:22][O:23][C:24]([C:26]1([OH:31])[CH2:30][CH2:29][N:28]([CH2:2][C:3]2[CH:8]=[CH:7][CH:6]=[C:5]([O:9][C:10]3[CH:15]=[CH:14][CH:13]=[CH:12][CH:11]=3)[CH:4]=2)[CH2:27]1)=[O:25]. The catalyst class is: 3. (8) Reactant: [C:1]([C:5]1[CH:10]=[C:9]([O:11][CH3:12])[CH:8]=[C:7]([C:13]2[CH:18]=[C:17]([O:19][CH3:20])[CH:16]=[C:15]([C:21]([CH3:24])([CH3:23])[CH3:22])[C:14]=2[O:25][P:26]2[O:32][C:31]3[C:33]([C:39]([CH3:42])([CH3:41])[CH3:40])=[CH:34][C:35]([O:37][CH3:38])=[CH:36][C:30]=3[C:29]3[CH:43]=[C:44]([O:51][CH3:52])[CH:45]=[C:46]([C:47]([CH3:50])([CH3:49])[CH3:48])[C:28]=3[O:27]2)[C:6]=1[OH:53])([CH3:4])([CH3:3])[CH3:2].C(N(CC)CC)C.[P:61](Cl)([Cl:63])[Cl:62]. Product: [C:39]([C:33]1[C:31]2[O:32][P:26]([O:25][C:14]3[C:15]([C:21]([CH3:24])([CH3:22])[CH3:23])=[CH:16][C:17]([O:19][CH3:20])=[CH:18][C:13]=3[C:7]3[CH:8]=[C:9]([O:11][CH3:12])[CH:10]=[C:5]([C:1]([CH3:2])([CH3:3])[CH3:4])[C:6]=3[O:53][P:61]([Cl:63])[Cl:62])[O:27][C:28]3[C:46]([C:47]([CH3:50])([CH3:49])[CH3:48])=[CH:45][C:44]([O:51][CH3:52])=[CH:43][C:29]=3[C:30]=2[CH:36]=[C:35]([O:37][CH3:38])[CH:34]=1)([CH3:40])([CH3:41])[CH3:42]. The catalyst class is: 11.